Dataset: Catalyst prediction with 721,799 reactions and 888 catalyst types from USPTO. Task: Predict which catalyst facilitates the given reaction. (1) Reactant: [Cl:1][C:2]1[CH:7]=[CH:6][C:5]([NH:8][C:9]2[S:10][C:11]([CH3:17])=[C:12]([C:14]([OH:16])=[O:15])[N:13]=2)=[CH:4][C:3]=1[O:18][CH3:19].[Cl:20][C:21]1[CH:29]=[C:28]([Cl:30])[CH:27]=[CH:26][C:22]=1[C:23](Cl)=[O:24].C(=O)([O-])[O-].[K+].[K+]. Product: [Cl:20][C:21]1[CH:29]=[C:28]([Cl:30])[CH:27]=[CH:26][C:22]=1[C:23]([N:8]([C:5]1[CH:6]=[CH:7][C:2]([Cl:1])=[C:3]([O:18][CH3:19])[CH:4]=1)[C:9]1[S:10][C:11]([CH3:17])=[C:12]([C:14]([OH:16])=[O:15])[N:13]=1)=[O:24]. The catalyst class is: 1. (2) Reactant: Br[CH2:2][CH2:3][O:4][C:5]1[CH:10]=[CH:9][C:8]([C:11]2[S:12][CH:13]=[C:14]([CH2:16][CH3:17])[N:15]=2)=[CH:7][C:6]=1[CH2:18][CH2:19][CH3:20].[OH:21][C:22]1[CH:23]=[C:24]2[C:28](=[CH:29][CH:30]=1)[C@H:27]([CH2:31][C:32]([O:34][CH2:35][CH3:36])=[O:33])[CH2:26][CH2:25]2.O.C([O-])([O-])=O.[Cs+].[Cs+]. Product: [CH2:16]([C:14]1[N:15]=[C:11]([C:8]2[CH:9]=[CH:10][C:5]([O:4][CH2:3][CH2:2][O:21][C:22]3[CH:23]=[C:24]4[C:28](=[CH:29][CH:30]=3)[C@H:27]([CH2:31][C:32]([O:34][CH2:35][CH3:36])=[O:33])[CH2:26][CH2:25]4)=[C:6]([CH2:18][CH2:19][CH3:20])[CH:7]=2)[S:12][CH:13]=1)[CH3:17]. The catalyst class is: 3.